From a dataset of Reaction yield outcomes from USPTO patents with 853,638 reactions. Predict the reaction yield, written as a fraction of the theoretical maximum amount of product (1.0 means a 100% yield; for example, 0.34 means a 34% yield). The reactants are [C:1]1([C:7]2[C:15]3[C:10](=[N:11][CH:12]=[CH:13][CH:14]=3)[O:9][C:8]=2[C:16]2[CH:21]=[CH:20][C:19]([C:22]3([NH:26]C(=O)OC(C)(C)C)[CH2:25][CH2:24][CH2:23]3)=[CH:18][CH:17]=2)[CH:6]=[CH:5][CH:4]=[CH:3][CH:2]=1.C(O)(C(F)(F)F)=O. The catalyst is C(Cl)Cl. The yield is 0.180. The product is [C:1]1([C:7]2[C:15]3[C:10](=[N:11][CH:12]=[CH:13][CH:14]=3)[O:9][C:8]=2[C:16]2[CH:17]=[CH:18][C:19]([C:22]3([NH2:26])[CH2:25][CH2:24][CH2:23]3)=[CH:20][CH:21]=2)[CH:2]=[CH:3][CH:4]=[CH:5][CH:6]=1.